Dataset: Full USPTO retrosynthesis dataset with 1.9M reactions from patents (1976-2016). Task: Predict the reactants needed to synthesize the given product. Given the product [CH3:28][O:27][C:24]1[CH:25]=[CH:26][C:21]([C:8]2[C:5]3=[N:6][CH:7]=[CH:2][CH:3]=[C:4]3[NH:10][C:9]=2[C:11]2[CH:16]=[CH:15][N:14]=[C:13]([NH:17][C:18](=[O:20])[CH3:19])[CH:12]=2)=[N:22][C:23]=1[CH3:29], predict the reactants needed to synthesize it. The reactants are: Cl[C:2]1[CH:3]=[C:4]2[NH:10][C:9]([C:11]3[CH:16]=[CH:15][N:14]=[C:13]([NH:17][C:18](=[O:20])[CH3:19])[CH:12]=3)=[C:8]([C:21]3[CH:26]=[CH:25][C:24]([O:27][CH3:28])=[C:23]([CH3:29])[N:22]=3)[C:5]2=[N:6][CH:7]=1.C([O-])=O.[Na+].